Dataset: Catalyst prediction with 721,799 reactions and 888 catalyst types from USPTO. Task: Predict which catalyst facilitates the given reaction. Reactant: [C:1]([C:3]([C:14]1[S:18][CH:17]=[C:16]([C:19]#[N:20])[CH:15]=1)([CH:11]([CH3:13])[CH3:12])[CH2:4][CH2:5][C:6](OCC)=[O:7])#[N:2].[BH4-].[Li+].Cl.O. Product: [C:1]([C:3]([C:14]1[S:18][CH:17]=[C:16]([C:19]#[N:20])[CH:15]=1)([CH:11]([CH3:13])[CH3:12])[CH2:4][CH2:5][CH2:6][OH:7])#[N:2]. The catalyst class is: 1.